From a dataset of Forward reaction prediction with 1.9M reactions from USPTO patents (1976-2016). Predict the product of the given reaction. (1) Given the reactants [NH2:1][C:2]1[CH:14]=[C:13]([C:15]2[CH:20]=[CH:19][CH:18]=[C:17]([Cl:21])[CH:16]=2)[CH:12]=[CH:11][C:3]=1[C:4]([O:6][C:7]([CH3:10])([CH3:9])[CH3:8])=[O:5].C(=O)([O-])[O-].[Cs+].[Cs+].I[C:29]1[CH:34]=[CH:33][C:32]2[O:35][CH2:36][O:37][C:31]=2[CH:30]=1.C1(P(C2CCCCC2)C2C=CC=CC=2C2C(C(C)C)=CC(C(C)C)=CC=2C(C)C)CCCCC1.C(O)(=O)CC(CC(O)=O)(C(O)=O)O, predict the reaction product. The product is: [O:35]1[C:32]2[CH:33]=[CH:34][C:29]([NH:1][C:2]3[CH:14]=[C:13]([C:15]4[CH:20]=[CH:19][CH:18]=[C:17]([Cl:21])[CH:16]=4)[CH:12]=[CH:11][C:3]=3[C:4]([O:6][C:7]([CH3:9])([CH3:10])[CH3:8])=[O:5])=[CH:30][C:31]=2[O:37][CH2:36]1. (2) Given the reactants [CH3:1][C:2]1[C:10]2[CH2:9][O:8][C:7](=[O:11])[C:6]=2[CH:5]=[CH:4][C:3]=1[C@H:12]1[CH2:14][O:13]1.[CH3:15][C:16]1[C:20](=[O:21])[O:19][CH2:18][C:17]=1[N:22]1[CH2:26][CH2:25][C:24]2([CH2:31][CH2:30][NH:29][CH2:28][CH2:27]2)[C:23]1=[O:32].CCN(C(C)C)C(C)C, predict the reaction product. The product is: [OH:13][C@@H:12]([C:3]1[CH:4]=[CH:5][C:6]2[C:7](=[O:11])[O:8][CH2:9][C:10]=2[C:2]=1[CH3:1])[CH2:14][N:29]1[CH2:30][CH2:31][C:24]2([C:23](=[O:32])[N:22]([C:17]3[CH2:18][O:19][C:20](=[O:21])[C:16]=3[CH3:15])[CH2:26][CH2:25]2)[CH2:27][CH2:28]1. (3) The product is: [N:24]1([CH2:31][CH2:32][O:33][C:34]2[CH:42]=[CH:41][C:37]([CH2:38][N:58]([CH2:57][CH3:56])[C:59]3[CH:64]=[C:63]([O:65][CH3:66])[CH:62]=[CH:61][C:60]=3[CH:67]3[CH2:73][CH2:72][CH2:71][C:70]4[CH:74]=[C:75]([O:78][CH3:79])[CH:76]=[CH:77][C:69]=4[CH2:68]3)=[CH:36][CH:35]=2)[CH2:30][CH2:29][CH2:28][CH2:27][CH2:26][CH2:25]1. Given the reactants COC1C=CC(C2CCCC3C=C(OC)C=CC=3C2)=C(N)C=1.Cl.[N:24]1([CH2:31][CH2:32][O:33][C:34]2[CH:42]=[CH:41][C:37]([C:38](O)=O)=[CH:36][CH:35]=2)[CH2:30][CH2:29][CH2:28][CH2:27][CH2:26][CH2:25]1.N1(CCOC2C=C[C:56]([CH2:57][NH:58][C:59]3[CH:64]=[C:63]([O:65][CH3:66])[CH:62]=[CH:61][C:60]=3[CH:67]3[CH2:73][CH2:72][CH2:71][C:70]4[CH:74]=[C:75]([O:78][CH3:79])[CH:76]=[CH:77][C:69]=4[CH2:68]3)=CC=2)CCCCCC1, predict the reaction product. (4) Given the reactants [Cl:1][C:2]1[CH:7]=[CH:6][C:5]([C:8]2[CH:12]=[C:11]([C:13]([NH:15][C:16]3[CH:32]=[CH:31][C:19]([O:20][CH2:21][CH2:22][NH:23][C:24](=[O:30])[O:25][C:26]([CH3:29])([CH3:28])[CH3:27])=[C:18]([O:33][CH3:34])[CH:17]=3)=[O:14])[NH:10][CH:9]=2)=[CH:4][CH:3]=1.Br[CH2:36][CH2:37]Br, predict the reaction product. The product is: [Cl:1][C:2]1[CH:3]=[CH:4][C:5]([C:8]2[CH:12]=[C:11]3[C:13](=[O:14])[N:15]([C:16]4[CH:32]=[CH:31][C:19]([O:20][CH2:21][CH2:22][NH:23][C:24](=[O:30])[O:25][C:26]([CH3:27])([CH3:28])[CH3:29])=[C:18]([O:33][CH3:34])[CH:17]=4)[CH2:37][CH2:36][N:10]3[CH:9]=2)=[CH:6][CH:7]=1. (5) Given the reactants BrCCCCCCOCCC#CC1C=C([N:19]2C(=O)CNC2=O)C=CC=1.I[CH2:27][CH2:28][CH2:29][CH2:30][CH2:31][CH2:32][O:33][CH2:34][CH2:35][C:36]#[C:37][C:38]1[CH:39]=[C:40]([N:44]2[C:48](=[O:49])[CH2:47][NH:46][C:45]2=[O:50])[CH:41]=[CH:42][CH:43]=1.[NH2:51][CH2:52][C@@H:53]([C:55]1[CH:66]=[CH:65][C:58]2[O:59][C:60]([CH3:64])([CH3:63])[O:61][CH2:62][C:57]=2[CH:56]=1)[OH:54], predict the reaction product. The product is: [NH3:19].[CH3:63][C:60]1([CH3:64])[O:59][C:58]2[CH:65]=[CH:66][C:55]([C@@H:53]([OH:54])[CH2:52][NH:51][CH2:27][CH2:28][CH2:29][CH2:30][CH2:31][CH2:32][O:33][CH2:34][CH2:35][C:36]#[C:37][C:38]3[CH:39]=[C:40]([N:44]4[C:48](=[O:49])[CH2:47][NH:46][C:45]4=[O:50])[CH:41]=[CH:42][CH:43]=3)=[CH:56][C:57]=2[CH2:62][O:61]1. (6) Given the reactants Cl.[CH2:2]1[C:7]2([CH2:12][CH2:11][NH:10][CH2:9][CH2:8]2)[CH2:6][CH2:5][N:4]([C:13]([O:15]C(C)(C)C)=O)[CH2:3]1.[N+:20]1([O-:29])[C:21](C(O)=O)=[CH:22][CH:23]=[CH:24][CH:25]=1, predict the reaction product. The product is: [O-:29][N+:20]1[CH:21]=[CH:22][CH:23]=[CH:24][C:25]=1[C:13]([N:4]1[CH2:3][CH2:2][C:7]2([CH2:8][CH2:9][NH:10][CH2:11][CH2:12]2)[CH2:6][CH2:5]1)=[O:15]. (7) Given the reactants C(=O)([O-])[O-].[K+].[K+].[NH2:7][CH2:8][CH2:9][C:10]1[C:18]2[C:13](=[CH:14][CH:15]=[CH:16][CH:17]=2)[NH:12][CH:11]=1.N1(O[C:29]2[C:37]([F:38])=[CH:36][C:32]([C:33]([NH2:35])=[O:34])=[C:31]([NH:39][C:40]3[CH:45]=[C:44]([O:46][CH3:47])[CH:43]=[C:42]([O:48][CH3:49])[CH:41]=3)[N:30]=2)C2C=CC=CC=2N=N1.[Cl-].[Na+], predict the reaction product. The product is: [CH3:49][O:48][C:42]1[CH:41]=[C:40]([NH:39][C:31]2[N:30]=[C:29]([NH:7][CH2:8][CH2:9][C:10]3[C:18]4[C:13](=[CH:14][CH:15]=[CH:16][CH:17]=4)[NH:12][CH:11]=3)[C:37]([F:38])=[CH:36][C:32]=2[C:33]([NH2:35])=[O:34])[CH:45]=[C:44]([O:46][CH3:47])[CH:43]=1. (8) Given the reactants [CH3:1][S:2]([NH:5][C:6]1[CH:22]=[CH:21][CH:20]=[CH:19][C:7]=1[C:8]([N:10]1[CH2:15][CH2:14][CH2:13][CH:12]([C:16]([OH:18])=O)[CH2:11]1)=[O:9])(=[O:4])=[O:3].C([N:25]([CH2:28][CH3:29])CC)C.C(OC(C1CCCN(C(=O)[C:42]2[CH:47]=[CH:46][CH:45]=[CH:44][C:43]=2[NH:48]S(C)(=O)=O)C1)=O)C, predict the reaction product. The product is: [C:8]([C:29]1[C:6]([CH3:7])=[N:5][N:48]([CH:43]2[CH2:42][CH2:47][CH2:46][CH2:45][CH2:44]2)[C:28]=1[NH:25][C:16]([CH:12]1[CH2:13][CH2:14][CH2:15][N:10]([C:8](=[O:9])[C:7]2[CH:19]=[CH:20][CH:21]=[CH:22][C:6]=2[NH:5][S:2]([CH3:1])(=[O:3])=[O:4])[CH2:11]1)=[O:18])(=[O:9])[NH2:10].